This data is from Catalyst prediction with 721,799 reactions and 888 catalyst types from USPTO. The task is: Predict which catalyst facilitates the given reaction. Reactant: [N:1]1[CH:6]=[CH:5][CH:4]=[CH:3][C:2]=1[C:7]1[CH:8]=[C:9]([CH:12]=[CH:13][CH:14]=1)[CH:10]=O.[N+:15]([CH3:18])([O-:17])=[O:16]. Product: [N+:15](/[CH:18]=[CH:10]/[C:9]1[CH:8]=[C:7]([C:2]2[CH:3]=[CH:4][CH:5]=[CH:6][N:1]=2)[CH:14]=[CH:13][CH:12]=1)([O-:17])=[O:16]. The catalyst class is: 52.